This data is from Forward reaction prediction with 1.9M reactions from USPTO patents (1976-2016). The task is: Predict the product of the given reaction. (1) Given the reactants [NH2:1][C:2]1[CH:9]=[CH:8][CH:7]=[CH:6][C:3]=1[CH2:4]O.[NH2:10][C:11](N)=[S:12], predict the reaction product. The product is: [NH2:10][C:11]1[S:12][CH2:4][C:3]2[CH:6]=[CH:7][CH:8]=[CH:9][C:2]=2[N:1]=1. (2) Given the reactants [CH2:1]([O:8][C:9]([N:11]1[CH2:15][CH:14]2[CH:16]([OH:19])[CH2:17][CH2:18][CH:13]2[CH2:12]1)=[O:10])[C:2]1[CH:7]=[CH:6][CH:5]=[CH:4][CH:3]=1.C1(P(C2C=CC=CC=2)C2C=CC=CC=2)C=CC=CC=1.[C:39](O)(=[O:46])[C:40]1[CH:45]=[CH:44][CH:43]=[CH:42][CH:41]=1.N(C(OC(C)C)=O)=NC(OC(C)C)=O, predict the reaction product. The product is: [CH2:1]([O:8][C:9]([N:11]1[CH2:15][CH:14]2[CH:16]([O:19][C:39](=[O:46])[C:40]3[CH:45]=[CH:44][CH:43]=[CH:42][CH:41]=3)[CH2:17][CH2:18][CH:13]2[CH2:12]1)=[O:10])[C:2]1[CH:7]=[CH:6][CH:5]=[CH:4][CH:3]=1. (3) Given the reactants [Cl:1][C:2]1[CH:7]=[C:6]([Cl:8])[CH:5]=[CH:4][C:3]=1[C:9]1[N:10]=[C:11]([CH2:28][CH3:29])[C:12]([NH:17][C@@H]2C3C(=CC=CC=3)C[C@@H]2O)=[N:13][C:14]=1[CH2:15][CH3:16].BrC1N=C(CC)C(N[CH:40]2[C:49]3[C:44](=[CH:45][C:46]([O:50][CH3:51])=[CH:47][CH:48]=3)[CH2:43][CH2:42][CH2:41]2)=NC=1CC, predict the reaction product. The product is: [Cl:1][C:2]1[CH:7]=[C:6]([Cl:8])[CH:5]=[CH:4][C:3]=1[C:9]1[N:10]=[C:11]([CH2:28][CH3:29])[C:12]([NH:17][CH:40]2[C:49]3[C:44](=[CH:45][C:46]([O:50][CH3:51])=[CH:47][CH:48]=3)[CH2:43][CH2:42][CH2:41]2)=[N:13][C:14]=1[CH2:15][CH3:16]. (4) Given the reactants [Cl:1][C:2]1[O:6][C:5]([CH2:7][C:8]2[CH:13]=[CH:12][C:11]([CH2:14][C:15](Cl)=[N:16][OH:17])=[CH:10][CH:9]=2)=[CH:4][CH:3]=1.O1CCCC1.[C:24]([C:26]1[CH:27]=[CH:28][C:29]([NH2:32])=[N:30][CH:31]=1)#[CH:25].C(N(CC)CC)C, predict the reaction product. The product is: [Cl:1][C:2]1[O:6][C:5]([CH2:7][C:8]2[CH:13]=[CH:12][C:11]([CH2:14][C:15]3[CH:25]=[C:24]([C:26]4[CH:27]=[CH:28][C:29]([NH2:32])=[N:30][CH:31]=4)[O:17][N:16]=3)=[CH:10][CH:9]=2)=[CH:4][CH:3]=1. (5) Given the reactants [Br:1][C:2]1[CH:3]=[C:4]([CH2:10][OH:11])[CH:5]=[CH:6][C:7]=1[O:8][CH3:9].[CH3:12][C:13]([Si:16](Cl)([CH3:18])[CH3:17])([CH3:15])[CH3:14].N1C=CN=C1.O, predict the reaction product. The product is: [Br:1][C:2]1[CH:3]=[C:4]([CH:5]=[CH:6][C:7]=1[O:8][CH3:9])[CH2:10][O:11][Si:16]([C:13]([CH3:15])([CH3:14])[CH3:12])([CH3:18])[CH3:17]. (6) Given the reactants [CH3:1][O:2][C:3](=[O:14])[C@:4]([CH2:11][C:12]#[N:13])([CH2:8][CH2:9][CH3:10])[C:5](O)=[O:6].CN1CCOCC1.ClC(OCC(C)C)=O.[BH4-].[Na+].CO.C(O)(=O)C, predict the reaction product. The product is: [CH3:1][O:2][C:3](=[O:14])[C@@:4]([CH2:11][C:12]#[N:13])([CH2:5][OH:6])[CH2:8][CH2:9][CH3:10]. (7) Given the reactants [NH2:1][C:2]1[CH:7]=[C:6]([Cl:8])[CH:5]=[CH:4][C:3]=1[NH:9][C:10](=[O:16])[O:11][C:12]([CH3:15])([CH3:14])[CH3:13].[O:17]=[C:18]([C:27]1[CH:32]=[CH:31][N:30]=[N:29][CH:28]=1)[CH2:19][C:20](OC(C)(C)C)=[O:21], predict the reaction product. The product is: [Cl:8][C:6]1[CH:5]=[CH:4][C:3]([NH:9][C:10](=[O:16])[O:11][C:12]([CH3:13])([CH3:15])[CH3:14])=[C:2]([NH:1][C:20](=[O:21])[CH2:19][C:18](=[O:17])[C:27]2[CH:32]=[CH:31][N:30]=[N:29][CH:28]=2)[CH:7]=1. (8) Given the reactants [NH2:1][C:2]1[CH:3]=[C:4]([N:24]2[CH2:28][CH2:27][O:26][C:25]2=[O:29])[CH:5]=[CH:6][C:7]=1[C:8]([N:10]1[CH2:15][CH2:14][N:13]([C:16]2[C:21]([CH3:22])=[CH:20][C:19]([CH3:23])=[CH:18][N:17]=2)[CH2:12][CH2:11]1)=[O:9].C(N(CC)CC)C.C(Cl)Cl.[C:40](Cl)(=[O:42])[CH3:41], predict the reaction product. The product is: [C:40]([NH:1][C:2]1[CH:3]=[C:4]([N:24]2[CH2:28][CH2:27][O:26][C:25]2=[O:29])[CH:5]=[CH:6][C:7]=1[C:8]([N:10]1[CH2:11][CH2:12][N:13]([C:16]2[C:21]([CH3:22])=[CH:20][C:19]([CH3:23])=[CH:18][N:17]=2)[CH2:14][CH2:15]1)=[O:9])(=[O:42])[CH3:41]. (9) The product is: [CH2:13]([CH:10]1[CH2:9][CH2:8][N:7]([C:5](=[O:6])[C:4]([OH:20])=[O:3])[CH2:12][CH2:11]1)[C:14]1[CH:15]=[CH:16][CH:17]=[CH:18][CH:19]=1. Given the reactants C([O:3][C:4](=[O:20])[C:5]([N:7]1[CH2:12][CH2:11][CH:10]([CH2:13][C:14]2[CH:19]=[CH:18][CH:17]=[CH:16][CH:15]=2)[CH2:9][CH2:8]1)=[O:6])C.[OH-].[K+], predict the reaction product.